From a dataset of Reaction yield outcomes from USPTO patents with 853,638 reactions. Predict the reaction yield, written as a fraction of the theoretical maximum amount of product (1.0 means a 100% yield; for example, 0.34 means a 34% yield). (1) The reactants are [N+:1]([C:4]1[CH:10]=[CH:9][C:7]([NH2:8])=[C:6]([C:11]#[C:12][C:13]2[CH:18]=[CH:17][CH:16]=[CH:15][N:14]=2)[CH:5]=1)([O-:3])=[O:2].CC([O-])(C)C.[K+]. The catalyst is CN(C=O)C.O. The product is [N+:1]([C:4]1[CH:5]=[C:6]2[C:7](=[CH:9][CH:10]=1)[NH:8][C:12]([C:13]1[CH:18]=[CH:17][CH:16]=[CH:15][N:14]=1)=[CH:11]2)([O-:3])=[O:2]. The yield is 0.670. (2) The reactants are [Br:1][C:2]1[CH:3]=[C:4]([OH:11])[C:5]([OH:10])=[C:6]([CH:9]=1)[CH:7]=[O:8].[C:12](=O)([O-])[O-].[K+].[K+].ICI. The catalyst is CN(C)C=O. The product is [Br:1][C:2]1[CH:9]=[C:6]([CH:7]=[O:8])[C:5]2[O:10][CH2:12][O:11][C:4]=2[CH:3]=1. The yield is 0.794.